This data is from Catalyst prediction with 721,799 reactions and 888 catalyst types from USPTO. The task is: Predict which catalyst facilitates the given reaction. (1) Reactant: C([Sn](CCCC)(CCCC)OC)CCC.Br[C:17]1[CH:22]=[CH:21][C:20]([O:23][CH3:24])=[CH:19][C:18]=1[CH3:25].C([O:29][C:30]([CH3:32])=[CH2:31])(=O)C.CC1C=CC=CC=1P(C1C=CC=CC=1C)C1C=CC=CC=1C.[F-].[K+]. Product: [CH3:24][O:23][C:20]1[CH:21]=[CH:22][C:17]([CH2:31][C:30](=[O:29])[CH3:32])=[C:18]([CH3:25])[CH:19]=1. The catalyst class is: 164. (2) Reactant: [NH2:1][C:2]1[N:7]=[C:6]([CH3:8])[C:5]([CH2:9][C:10]2[CH:11]=[C:12]([CH2:18][C:19]([OH:21])=[O:20])[CH:13]=[CH:14][C:15]=2[O:16][CH3:17])=[C:4]([NH:22][CH2:23][CH2:24][CH2:25][CH2:26][CH3:27])[N:3]=1.[CH3:28]O. Product: [NH2:1][C:2]1[N:7]=[C:6]([CH3:8])[C:5]([CH2:9][C:10]2[CH:11]=[C:12]([CH2:18][C:19]([O:21][CH3:28])=[O:20])[CH:13]=[CH:14][C:15]=2[O:16][CH3:17])=[C:4]([NH:22][CH2:23][CH2:24][CH2:25][CH2:26][CH3:27])[N:3]=1. The catalyst class is: 89. (3) Reactant: [Cl:1][C:2]1[CH:7]=[C:6](Cl)[N:5]2[N:9]=[CH:10][CH:11]=[C:4]2[N:3]=1.[NH:12]1[CH2:17][CH2:16][O:15][CH2:14][CH2:13]1. Product: [Cl:1][C:2]1[CH:7]=[C:6]([N:12]2[CH2:17][CH2:16][O:15][CH2:14][CH2:13]2)[N:5]2[N:9]=[CH:10][CH:11]=[C:4]2[N:3]=1. The catalyst class is: 12. (4) Reactant: [F:1][C:2]1[CH:7]=[C:6]([I:8])[CH:5]=[CH:4][C:3]=1[N:9]1[C:17]2[C:12](=[CH:13][N:14]([CH3:20])[C:15](=[O:19])[C:16]=2[CH3:18])[NH:11]C1=O.[H-].[Na+].[CH:24]1([S:27](Cl)(=[O:29])=[O:28])[CH2:26][CH2:25]1.[OH-].[Na+].Cl. Product: [F:1][C:2]1[CH:7]=[C:6]([I:8])[CH:5]=[CH:4][C:3]=1[NH:9][C:17]1[C:12]([NH:11][S:27]([CH:24]2[CH2:26][CH2:25]2)(=[O:29])=[O:28])=[CH:13][N:14]([CH3:20])[C:15](=[O:19])[C:16]=1[CH3:18]. The catalyst class is: 198.